This data is from Reaction yield outcomes from USPTO patents with 853,638 reactions. The task is: Predict the reaction yield, written as a fraction of the theoretical maximum amount of product (1.0 means a 100% yield; for example, 0.34 means a 34% yield). (1) The reactants are Br[C:2]1[CH:7]=[CH:6][CH:5]=[C:4]([F:8])[C:3]=1[C:9]1[CH:14]=[CH:13][CH:12]=[C:11]([CH2:15][CH3:16])[CH:10]=1.[Li]CCCC.[CH3:22][O:23][CH:24]([O:42][CH3:43])[CH2:25][CH2:26][C:27]([C@@H:29]1[O:34][CH2:33][CH2:32][N:31]([C:35]([O:37][C:38]([CH3:41])([CH3:40])[CH3:39])=[O:36])[CH2:30]1)=[O:28]. The catalyst is C1COCC1. The product is [CH2:15]([C:11]1[CH:10]=[C:9]([C:3]2[C:4]([F:8])=[CH:5][CH:6]=[CH:7][C:2]=2[C@:27]([C@@H:29]2[O:34][CH2:33][CH2:32][N:31]([C:35]([O:37][C:38]([CH3:41])([CH3:40])[CH3:39])=[O:36])[CH2:30]2)([OH:28])[CH2:26][CH2:25][CH:24]([O:23][CH3:22])[O:42][CH3:43])[CH:14]=[CH:13][CH:12]=1)[CH3:16]. The yield is 0.820. (2) The reactants are [NH2:1][CH2:2][CH2:3][CH2:4][C:5]1[CH:10]=[CH:9][C:8]([C:11]#[N:12])=[C:7]([F:13])[CH:6]=1.CSC.[B].C1COCC1.C1(N)C(F)=C(F)C(F)=C(N)C=1F.[ClH:35].Cl. No catalyst specified. The product is [ClH:35].[ClH:35].[NH2:12][CH2:11][C:8]1[CH:9]=[CH:10][C:5]([CH2:4][CH2:3][CH2:2][NH2:1])=[CH:6][C:7]=1[F:13]. The yield is 0.730. (3) The reactants are [Li]CCCC.CC1C=CC(S(O[CH2:17][C:18]2([CH2:34][OH:35])[O:23][C:22]3[CH:24]=[CH:25][C:26]([N+:28]([O-:30])=[O:29])=[CH:27][C:21]=3[N:20]3[N:31]=[N:32][N:33]=[C:19]23)(=O)=O)=CC=1. The catalyst is C1COCC1. The product is [N+:28]([C:26]1[CH:25]=[CH:24][C:22]2[O:35][CH2:34][C:18]3([C:19]4[N:20]([N:31]=[N:32][N:33]=4)[C:21]=2[CH:27]=1)[CH2:17][O:23]3)([O-:30])=[O:29]. The yield is 0.380. (4) The reactants are [CH:1]([N:4]1[CH:8]=[C:7]([C:9]([O:11]CC)=[O:10])[C:6]([CH3:14])=[N:5]1)([CH3:3])[CH3:2].[OH-].[Li+]. No catalyst specified. The product is [CH:1]([N:4]1[CH:8]=[C:7]([C:9]([OH:11])=[O:10])[C:6]([CH3:14])=[N:5]1)([CH3:3])[CH3:2]. The yield is 0.790. (5) The reactants are [Cl:1][C:2]1[CH:11]=[CH:10][CH:9]=[C:8]2[C:3]=1[CH:4]=[CH:5][CH:6]=[N:7]2.[N+:12]([O-])([O-:14])=[O:13].[K+].OS(O)(=O)=O. No catalyst specified. The product is [Cl:1][C:2]1[CH:11]=[CH:10][C:9]([N+:12]([O-:14])=[O:13])=[C:8]2[C:3]=1[CH:4]=[CH:5][CH:6]=[N:7]2. The yield is 0.730. (6) The reactants are [F:1][C:2]1[N:7]=[C:6]([NH2:8])[CH:5]=[CH:4][CH:3]=1.[Cl:9][C:10](Cl)([Cl:14])[C:11](=O)[CH3:12]. The catalyst is COCCOC. The product is [Cl:9][CH:10]([Cl:14])[C:11]1[N:8]=[C:6]2[CH:5]=[CH:4][CH:3]=[C:2]([F:1])[N:7]2[CH:12]=1. The yield is 0.650. (7) The product is [I:11][C:2]1[CH:7]=[C:6]([S:8][CH3:9])[N:5]=[C:4]([CH3:10])[N:3]=1. The reactants are Cl[C:2]1[CH:7]=[C:6]([S:8][CH3:9])[N:5]=[C:4]([CH3:10])[N:3]=1.[IH:11]. The catalyst is C(Cl)Cl. The yield is 0.900.